From a dataset of Full USPTO retrosynthesis dataset with 1.9M reactions from patents (1976-2016). Predict the reactants needed to synthesize the given product. Given the product [F:41][C:21]1[C:37]2[O:49][CH:46]=[CH:36][C:35]=2[C:38]([N:10]2[C@H:9]3[C@H:4]([CH2:5][CH2:6][CH2:7][CH2:8]3)[NH:3][C:2]([CH3:12])([CH3:1])[CH2:11]2)=[CH:14][CH:22]=1, predict the reactants needed to synthesize it. The reactants are: [CH3:1][C:2]1([CH3:12])[CH2:11][NH:10][C@@H:9]2[C@@H:4]([CH2:5][CH2:6][CH2:7][CH2:8]2)[NH:3]1.Br[C:14]1C=C2C(=[CH:21][CH:22]=1)N(C)C(C#N)=C2.P([C:35]([CH3:38])([CH3:37])[CH3:36])([C:35]([CH3:38])([CH3:37])[CH3:36])[C:35]([CH3:38])([CH3:37])[CH3:36].[H+].[B-](F)(F)(F)[F:41].C[C:46]([O-:49])(C)C.[Na+].[O-]S([O-])(=O)=O.[Mg+2].